Task: Predict the product of the given reaction.. Dataset: Forward reaction prediction with 1.9M reactions from USPTO patents (1976-2016) (1) Given the reactants [NH:1]1[CH2:6][CH2:5][CH:4]([CH2:7][CH2:8][CH2:9][OH:10])[CH2:3][CH2:2]1.Cl[C:12]1[N:17]=[CH:16][C:15]([CH2:18][CH3:19])=[CH:14][N:13]=1, predict the reaction product. The product is: [CH2:18]([C:15]1[CH:14]=[N:13][C:12]([N:1]2[CH2:6][CH2:5][CH:4]([CH2:7][CH2:8][CH2:9][OH:10])[CH2:3][CH2:2]2)=[N:17][CH:16]=1)[CH3:19]. (2) Given the reactants C([O:4][C@@H:5]1[C@@H:10]([O:11][C:12](=[O:14])[CH3:13])[C@@H:9]([O:15][C:16](=[O:18])[CH3:17])[C@@H:8]([CH2:19][N:20]=[N+:21]=[N-:22])[O:7][C@@H:6]1Br)(=O)C.C1C([N+]([O-])=[O:31])=CC=C(O)C=1.C(C1C=C(C)C=C(C(C)(C)C)N=1)(C)(C)C.[C:49]([O:52]CC)(=[O:51])[CH3:50], predict the reaction product. The product is: [C:49]([O:52][C@H:6]1[O:7][C@H:8]([CH2:19][N:20]=[N+:21]=[N-:22])[C@H:9]([O:15][C:16](=[O:18])[CH3:17])[C@H:10]([O:11][C:12](=[O:14])[CH3:13])[C:5]1([OH:4])[OH:31])(=[O:51])[CH3:50]. (3) Given the reactants [O:1]1[CH2:5][CH2:4][O:3][CH:2]1[C:6]1[CH:15]=[CH:14][CH:13]=[C:12]2[C:7]=1[CH2:8][CH2:9][C:10](=[O:16])[NH:11]2.I[C:18]1[CH:23]=[CH:22][CH:21]=[CH:20][CH:19]=1.N[C@@H]1CCCC[C@H]1N.C(=O)([O-])[O-].[Cs+].[Cs+], predict the reaction product. The product is: [O:1]1[CH2:5][CH2:4][O:3][CH:2]1[C:6]1[CH:15]=[CH:14][CH:13]=[C:12]2[C:7]=1[CH2:8][CH2:9][C:10](=[O:16])[N:11]2[C:18]1[CH:23]=[CH:22][CH:21]=[CH:20][CH:19]=1. (4) The product is: [C:43]([O:47][C:48]([N:50]1[CH:55]([C:56]2[NH:60][C:59]3[CH:61]=[C:62]([C:31]4[CH:30]=[CH:29][C:28]([C:23]5[CH:22]=[CH:21][C:20]6[C:25](=[CH:26][CH:27]=[C:18]([C:15]7[NH:14][C:13]([CH:9]8[CH2:10][CH2:11][CH2:12][N:8]8[C:6]([O:5][C:1]([CH3:2])([CH3:4])[CH3:3])=[O:7])=[N:17][CH:16]=7)[CH:19]=6)[CH:24]=5)=[CH:33][CH:32]=4)[CH:63]=[CH:64][C:58]=3[N:57]=2)[CH:54]2[CH2:66][CH:51]1[CH2:52][CH2:53]2)=[O:49])([CH3:46])([CH3:44])[CH3:45]. Given the reactants [C:1]([O:5][C:6]([N:8]1[CH2:12][CH2:11][CH2:10][CH:9]1[C:13]1[NH:14][C:15]([C:18]2[CH:27]=[CH:26][C:25]3[C:20](=[CH:21][CH:22]=[C:23]([C:28]4[CH:33]=[CH:32][C:31](B5OC(C)(C)C(C)(C)O5)=[CH:30][CH:29]=4)[CH:24]=3)[CH:19]=2)=[CH:16][N:17]=1)=[O:7])([CH3:4])([CH3:3])[CH3:2].[C:43]([O:47][C:48]([N:50]1[CH:55]([C:56]2[NH:60][C:59]3[CH:61]=[C:62](Br)[CH:63]=[CH:64][C:58]=3[N:57]=2)[CH:54]2[CH2:66][CH:51]1[CH2:52][CH2:53]2)=[O:49])([CH3:46])([CH3:45])[CH3:44].C(=O)([O-])[O-].[K+].[K+], predict the reaction product. (5) Given the reactants [NH2:1][C:2]1[C:7]2[O:8][C@@H:9]([CH2:12][O:13][S:14]([C:17]3[CH:22]=[CH:21][C:20]([CH3:23])=[CH:19][CH:18]=3)(=[O:16])=[O:15])[CH2:10][O:11][C:6]=2[CH:5]=[CH:4][C:3]=1[N+:24]([O-])=O.[C:27]1(C)[CH:32]=CC(S(O)(=O)=O)=C[CH:28]=1.[H][H], predict the reaction product. The product is: [CH3:23][C:20]1[CH:21]=[CH:22][C:17]([S:14]([O:13][CH2:12][CH:9]2[O:8][C:7]3[C:6](=[CH:5][CH:4]=[C:3]4[NH:24][C:28]([CH2:27][CH3:32])=[N:1][C:2]4=3)[O:11][CH2:10]2)(=[O:16])=[O:15])=[CH:18][CH:19]=1. (6) The product is: [CH2:1]([O:3][C:4]([C:6]1[N:7]([C:26]2[CH:31]=[CH:30][C:29]([O:32][CH:33]3[CH2:37][CH2:36][CH2:35][CH2:34]3)=[CH:28][CH:27]=2)[C:8]2[C:13]([C:14]=1[N:38]1[CH2:42][CH2:41][CH2:40][C:39]1=[O:43])=[CH:12][C:11]([C:16]1[CH:21]=[CH:20][C:19]([C:22]([F:25])([F:24])[F:23])=[CH:18][N:17]=1)=[CH:10][CH:9]=2)=[O:5])[CH3:2]. Given the reactants [CH2:1]([O:3][C:4]([C:6]1[N:7]([C:26]2[CH:31]=[CH:30][C:29]([O:32][CH:33]3[CH2:37][CH2:36][CH2:35][CH2:34]3)=[CH:28][CH:27]=2)[C:8]2[C:13]([C:14]=1I)=[CH:12][C:11]([C:16]1[CH:21]=[CH:20][C:19]([C:22]([F:25])([F:24])[F:23])=[CH:18][N:17]=1)=[CH:10][CH:9]=2)=[O:5])[CH3:2].[NH:38]1[CH2:42][CH2:41][CH2:40][C:39]1=[O:43], predict the reaction product. (7) Given the reactants Cl[C:2]1[N:3]=[C:4]([N:24]2[CH2:29][CH2:28][O:27][CH2:26][CH2:25]2)[C:5]2[S:10][C:9]([CH2:11][N:12]3[CH2:17][CH2:16][N:15]([CH:18]4[CH2:23][CH2:22][O:21][CH2:20][CH2:19]4)[CH2:14][CH2:13]3)=[CH:8][C:6]=2[N:7]=1.[NH:30]1[C:38]2[CH:37]=[CH:36][CH:35]=[C:34](B(O)O)[C:33]=2[CH:32]=[CH:31]1, predict the reaction product. The product is: [NH:30]1[C:38]2[C:33](=[C:34]([C:2]3[N:3]=[C:4]([N:24]4[CH2:29][CH2:28][O:27][CH2:26][CH2:25]4)[C:5]4[S:10][C:9]([CH2:11][N:12]5[CH2:17][CH2:16][N:15]([CH:18]6[CH2:23][CH2:22][O:21][CH2:20][CH2:19]6)[CH2:14][CH2:13]5)=[CH:8][C:6]=4[N:7]=3)[CH:35]=[CH:36][CH:37]=2)[CH:32]=[CH:31]1.